This data is from Catalyst prediction with 721,799 reactions and 888 catalyst types from USPTO. The task is: Predict which catalyst facilitates the given reaction. (1) The catalyst class is: 48. Reactant: [Br:1][C:2]1[CH:3]=[C:4]([C:8](=O)[CH2:9][C:10](=O)[C:11]([F:14])([F:13])[F:12])[CH:5]=[CH:6][CH:7]=1.[C:17]([CH2:19][C:20]([NH:22][CH2:23][C:24]1[CH:29]=[CH:28][C:27]([CH3:30])=[CH:26][C:25]=1[CH3:31])=[O:21])#[N:18].C1CCN2C(=NCCC2)CC1. Product: [Br:1][C:2]1[CH:3]=[C:4]([C:8]2[N:22]([CH2:23][C:24]3[CH:29]=[CH:28][C:27]([CH3:30])=[CH:26][C:25]=3[CH3:31])[C:20](=[O:21])[C:19]([C:17]#[N:18])=[C:10]([C:11]([F:14])([F:13])[F:12])[CH:9]=2)[CH:5]=[CH:6][CH:7]=1. (2) Reactant: C([O:8][CH2:9][C@H:10]1[O:14][C:13](=[O:15])[N:12]([NH:16][C:17](=[O:23])[O:18][C:19]([CH3:22])([CH3:21])[CH3:20])[CH2:11]1)C1C=CC=CC=1.C([O-])=O.[NH4+]. Product: [OH:8][CH2:9][C@H:10]1[O:14][C:13](=[O:15])[N:12]([NH:16][C:17](=[O:23])[O:18][C:19]([CH3:21])([CH3:20])[CH3:22])[CH2:11]1. The catalyst class is: 29. (3) Reactant: [CH3:1][C@@:2]1([NH2:20])[C@@H:9]2[C@@H:5]([CH2:6][N:7]([C:10]3[CH:15]=[CH:14][CH:13]=[C:12]([C:16]([F:19])([F:18])[F:17])[N:11]=3)[CH2:8]2)[CH2:4][CH2:3]1.[C:21]([O:25][C:26]([N:28]1[CH2:32][C@H:31]([F:33])[CH2:30][C@H:29]1[C:34]([OH:36])=[O:35])=[O:27])([CH3:24])([CH3:23])[CH3:22].O.ON1C2C=CC=CC=2N=N1.C(N=C=NCCCN(C)C)C. The catalyst class is: 4. Product: [F:33][C@H:31]1[CH2:32][NH:28][C@H:29]([C:34]([NH:20][C@:2]2([CH3:1])[C@@H:9]3[C@@H:5]([CH2:6][N:7]([C:10]4[CH:15]=[CH:14][CH:13]=[C:12]([C:16]([F:19])([F:18])[F:17])[N:11]=4)[CH2:8]3)[CH2:4][CH2:3]2)=[O:35])[CH2:30]1.[F:33][C@H:31]1[CH2:32][N:28]([C:26]([O:25][C:21]([CH3:22])([CH3:23])[CH3:24])=[O:27])[C@H:29]([C:34](=[O:36])[NH:20][C@:2]2([CH3:1])[C@@H:9]3[C@@H:5]([CH2:6][N:7]([C:10]4[CH:15]=[CH:14][CH:13]=[C:12]([C:16]([F:19])([F:18])[F:17])[N:11]=4)[CH2:8]3)[CH2:4][CH2:3]2)[CH2:30]1. (4) Reactant: [Br:1][C:2]1[CH:7]=[CH:6][C:5]([C:8](=[O:10])[CH3:9])=[C:4]([F:11])[CH:3]=1.[Br:12]Br. Product: [Br:12][CH2:9][C:8]([C:5]1[CH:6]=[CH:7][C:2]([Br:1])=[CH:3][C:4]=1[F:11])=[O:10]. The catalyst class is: 22.